From a dataset of Catalyst prediction with 721,799 reactions and 888 catalyst types from USPTO. Predict which catalyst facilitates the given reaction. Reactant: [NH2:1][C@@H:2]([C:5]([O:7][CH2:8][CH3:9])=[O:6])[CH2:3][SH:4].[C:10](C1NC=CN=1)(C1NC=CN=1)=[O:11]. Product: [O:11]=[C:10]1[NH:1][C@H:2]([C:5]([O:7][CH2:8][CH3:9])=[O:6])[CH2:3][S:4]1. The catalyst class is: 1.